This data is from Forward reaction prediction with 1.9M reactions from USPTO patents (1976-2016). The task is: Predict the product of the given reaction. (1) Given the reactants C([O:3][C:4]([C:6]1([N:9]([CH:51]([CH3:53])[CH3:52])[S:10]([C:13]2[CH:14]=[C:15]([CH:48]=[CH:49][CH:50]=2)[C:16]([NH:18][C:19]2[S:20][C:21]3[CH2:47][CH2:46][CH2:45][CH2:44][C:22]=3[C:23]=2[C:24]([NH:26][C:27]2[CH:32]=[CH:31][C:30]([CH2:33][CH2:34][C:35]3[CH:43]=[CH:42][C:38]([C:39]([OH:41])=[O:40])=[CH:37][CH:36]=3)=[CH:29][CH:28]=2)=[O:25])=[O:17])(=[O:12])=[O:11])[CH2:8][CH2:7]1)=[O:5])C.[OH-].[Na+], predict the reaction product. The product is: [C:4]([C:6]1([N:9]([CH:51]([CH3:53])[CH3:52])[S:10]([C:13]2[CH:14]=[C:15]([CH:48]=[CH:49][CH:50]=2)[C:16]([NH:18][C:19]2[S:20][C:21]3[CH2:47][CH2:46][CH2:45][CH2:44][C:22]=3[C:23]=2[C:24]([NH:26][C:27]2[CH:32]=[CH:31][C:30]([CH2:33][CH2:34][C:35]3[CH:36]=[CH:37][C:38]([C:39]([OH:41])=[O:40])=[CH:42][CH:43]=3)=[CH:29][CH:28]=2)=[O:25])=[O:17])(=[O:12])=[O:11])[CH2:7][CH2:8]1)([OH:5])=[O:3]. (2) Given the reactants [Br:1][C:2]1[CH:3]=[C:4]([O:11][CH3:12])[CH:5]=[C:6]2[C:10]=1[NH:9][CH2:8][CH2:7]2.Cl[C:14]1[C:19]2[N:20]=[N:21][N:22]([CH:23]([CH2:26][CH3:27])[CH2:24][CH3:25])[C:18]=2[CH:17]=[C:16]([CH3:28])[N:15]=1.C[Si]([N-][Si](C)(C)C)(C)C.[Na+].C(OCC)(=O)C, predict the reaction product. The product is: [Br:1][C:2]1[CH:3]=[C:4]([O:11][CH3:12])[CH:5]=[C:6]2[C:10]=1[N:9]([C:14]1[C:19]3[N:20]=[N:21][N:22]([CH:23]([CH2:26][CH3:27])[CH2:24][CH3:25])[C:18]=3[CH:17]=[C:16]([CH3:28])[N:15]=1)[CH2:8][CH2:7]2. (3) Given the reactants Br[C:2]1[CH:7]=[CH:6][C:5]([C:8]2[N:12]([CH:13]3[CH2:18][CH2:17][CH2:16][CH2:15][O:14]3)[CH:11]=[N:10][N:9]=2)=[CH:4][C:3]=1[CH3:19].[B:20]1([B:20]2[O:24][C:23]([CH3:26])([CH3:25])[C:22]([CH3:28])([CH3:27])[O:21]2)[O:24][C:23]([CH3:26])([CH3:25])[C:22]([CH3:28])([CH3:27])[O:21]1.ClCCl.C([O-])(=O)C.[K+], predict the reaction product. The product is: [CH3:19][C:3]1[CH:4]=[C:5]([C:8]2[N:12]([CH:13]3[CH2:18][CH2:17][CH2:16][CH2:15][O:14]3)[CH:11]=[N:10][N:9]=2)[CH:6]=[CH:7][C:2]=1[B:20]1[O:24][C:23]([CH3:26])([CH3:25])[C:22]([CH3:28])([CH3:27])[O:21]1. (4) Given the reactants C(O[C:4](=[O:15])[C:5](=[CH:11]OCC)[C:6]([O:8][CH2:9][CH3:10])=[O:7])C.[C:16]([O:20][C:21]([CH:23]1[CH2:26][N:25]([C:27](=[NH:31])[CH2:28][C:29]#[N:30])[CH2:24]1)=[O:22])([CH3:19])([CH3:18])[CH3:17], predict the reaction product. The product is: [CH2:9]([O:8][C:6]([C:5]1[C:4](=[O:15])[NH:31][C:27]([N:25]2[CH2:24][CH:23]([C:21]([O:20][C:16]([CH3:19])([CH3:18])[CH3:17])=[O:22])[CH2:26]2)=[C:28]([C:29]#[N:30])[CH:11]=1)=[O:7])[CH3:10]. (5) Given the reactants [Cl:1][C:2]1[N:10]=[C:9]2[C:5]([N:6]=[CH:7][N:8]2[CH:11]2[CH2:16][CH2:15][CH2:14][CH2:13][O:12]2)=[C:4]([N:17]2[CH2:22][CH2:21][O:20][CH2:19][CH2:18]2)[N:3]=1.[Li]CCCC.CN([CH:31]=[O:32])C, predict the reaction product. The product is: [Cl:1][C:2]1[N:10]=[C:9]2[C:5]([N:6]=[C:7]([CH:31]=[O:32])[N:8]2[CH:11]2[CH2:16][CH2:15][CH2:14][CH2:13][O:12]2)=[C:4]([N:17]2[CH2:22][CH2:21][O:20][CH2:19][CH2:18]2)[N:3]=1.